This data is from Full USPTO retrosynthesis dataset with 1.9M reactions from patents (1976-2016). The task is: Predict the reactants needed to synthesize the given product. (1) Given the product [O:18]1[C:14]2[CH:13]=[CH:12][C:11]([C:28]3([OH:35])[C:29]4[C:34](=[CH:33][CH:32]=[CH:31][CH:30]=4)[N:26]([CH2:25][CH2:24][CH2:23][CH2:22][CH3:21])[C:27]3=[O:36])=[CH:19][C:15]=2[N:16]=[CH:17]1, predict the reactants needed to synthesize it. The reactants are: BrC1C=CC(OC)=NC=1.Br[C:11]1[CH:12]=[CH:13][C:14]2[O:18][CH:17]=[N:16][C:15]=2[CH:19]=1.Cl[C:21]1C=C[C:24]([CH2:25][N:26]2[C:34]3[C:29](=[CH:30][CH:31]=[CH:32][CH:33]=3)[C:28](=[O:35])[C:27]2=[O:36])=[CH:23][CH:22]=1.C(N1C2C(=CC=CC=2)C(=O)C1=O)CCCC. (2) The reactants are: C([O:4][C@H:5]1[CH2:9][C@H:8]([N:10]2[C:14]3[N:15]=[CH:16][N:17]=[C:18]([NH:19][C@@H:20]4[C:28]5[C:23](=[CH:24][CH:25]=[CH:26][CH:27]=5)[CH2:22][CH2:21]4)[C:13]=3[CH:12]=[CH:11]2)[CH2:7][C@H:6]1[CH2:29][OH:30])(=O)C.Cl[S:32]([NH2:35])(=[O:34])=[O:33]. Given the product [S:32](=[O:34])(=[O:33])([O:30][CH2:29][C@@H:6]1[CH2:7][C@@H:8]([N:10]2[C:14]3[N:15]=[CH:16][N:17]=[C:18]([NH:19][C@@H:20]4[C:28]5[C:23](=[CH:24][CH:25]=[CH:26][CH:27]=5)[CH2:22][CH2:21]4)[C:13]=3[CH:12]=[CH:11]2)[CH2:9][C@@H:5]1[OH:4])[NH2:35], predict the reactants needed to synthesize it. (3) Given the product [BrH:1].[BrH:1].[OH:4][C:5]1[CH:17]=[CH:16][C:8]([CH2:9][N:10]2[CH2:15][CH2:14][NH:13][CH2:12][CH2:11]2)=[CH:7][CH:6]=1, predict the reactants needed to synthesize it. The reactants are: [BrH:1].Cl.C[O:4][C:5]1[CH:17]=[CH:16][C:8]([CH2:9][N:10]2[CH2:15][CH2:14][NH:13][CH2:12][CH2:11]2)=[CH:7][CH:6]=1. (4) Given the product [S:30]([O:1][CH2:2][CH2:3][C:4]1[CH:9]=[CH:8][CH:7]=[CH:6][C:5]=1[C:10]#[C:11][C:12]1[CH:13]=[CH:14][C:15]([CH2:18][CH2:19][C:20]([O:22][CH3:23])=[O:21])=[CH:16][CH:17]=1)([C:27]1[CH:28]=[CH:29][C:24]([CH3:34])=[CH:25][CH:26]=1)(=[O:32])=[O:31], predict the reactants needed to synthesize it. The reactants are: [OH:1][CH2:2][CH2:3][C:4]1[CH:9]=[CH:8][CH:7]=[CH:6][C:5]=1[C:10]#[C:11][C:12]1[CH:17]=[CH:16][C:15]([CH2:18][CH2:19][C:20]([O:22][CH3:23])=[O:21])=[CH:14][CH:13]=1.[C:24]1([CH3:34])[CH:29]=[CH:28][C:27]([S:30](Cl)(=[O:32])=[O:31])=[CH:26][CH:25]=1.CCN(CC)CC.Cl.